Dataset: CYP2C19 inhibition data for predicting drug metabolism from PubChem BioAssay. Task: Regression/Classification. Given a drug SMILES string, predict its absorption, distribution, metabolism, or excretion properties. Task type varies by dataset: regression for continuous measurements (e.g., permeability, clearance, half-life) or binary classification for categorical outcomes (e.g., BBB penetration, CYP inhibition). Dataset: cyp2c19_veith. (1) The molecule is O=C(Nc1ccc(F)cc1F)c1cccn1-c1ncc(C(F)(F)F)cc1Cl. The result is 1 (inhibitor). (2) The molecule is O=C(NCc1ccccc1)[C@@H]1C[C@H]1[C@@H](NP(=O)(c1ccccc1)c1ccccc1)c1ccccc1. The result is 0 (non-inhibitor). (3) The molecule is O=C(CCCn1c(=S)[nH]c2ccc(Br)cc2c1=O)N1CCN(c2ccccn2)CC1. The result is 1 (inhibitor). (4) The molecule is O=C(c1ccc2c(=O)n(Cc3ccco3)c(=S)[nH]c2c1)N1CCN(c2ccccc2)CC1. The result is 1 (inhibitor). (5) The compound is COc1ccccc1OC[C@H](O)CO. The result is 0 (non-inhibitor). (6) The compound is CC(C)[C@@H](Br)C(=O)NCC(=O)O. The result is 0 (non-inhibitor). (7) The molecule is CCCCSc1ccc2nc(-c3ccc(C#N)cc3)cn2c1. The result is 1 (inhibitor). (8) The compound is COc1ccc(Cc2nc(C(=O)NCc3ccccc3OC)cs2)cc1. The result is 1 (inhibitor). (9) The molecule is COc1ccc(N(C(=O)COc2ccccc2OC)S(=O)(=O)c2ccc(C)cc2)cc1. The result is 1 (inhibitor).